From a dataset of Reaction yield outcomes from USPTO patents with 853,638 reactions. Predict the reaction yield, written as a fraction of the theoretical maximum amount of product (1.0 means a 100% yield; for example, 0.34 means a 34% yield). The catalyst is C(OCC)C. The reactants are [Cl:1][C:2]1[CH:7]=[CH:6][C:5]([CH:8](O)[CH3:9])=[CH:4][CH:3]=1.P(Br)(Br)[Br:12].C(=O)([O-])O.[Na+]. The yield is 0.820. The product is [Br:12][CH:8]([C:5]1[CH:6]=[CH:7][C:2]([Cl:1])=[CH:3][CH:4]=1)[CH3:9].